From a dataset of Catalyst prediction with 721,799 reactions and 888 catalyst types from USPTO. Predict which catalyst facilitates the given reaction. (1) Reactant: [Cl:1][C:2]1[CH:3]=[C:4]([C:9]2[N:14]=[C:13]([S:15][CH3:16])[N:12]=[C:11](O)[C:10]=2[C:18]#[N:19])[CH:5]=[CH:6][C:7]=1[Cl:8].O=P(Cl)(Cl)[Cl:22]. Product: [Cl:1][C:2]1[CH:3]=[C:4]([C:9]2[N:14]=[C:13]([S:15][CH3:16])[N:12]=[C:11]([Cl:22])[C:10]=2[C:18]#[N:19])[CH:5]=[CH:6][C:7]=1[Cl:8]. The catalyst class is: 12. (2) Reactant: [N+:1]([C:4]1[CH:5]=[N:6][NH:7][CH:8]=1)([O-:3])=[O:2].[CH3:9][C:10]1[CH:15]=[CH:14][C:13]([S:16](Cl)(=[O:18])=[O:17])=[CH:12][CH:11]=1.C(N(CC)CC)C. Product: [N+:1]([C:4]1[CH:5]=[N:6][N:7]([S:16]([C:13]2[CH:14]=[CH:15][C:10]([CH3:9])=[CH:11][CH:12]=2)(=[O:18])=[O:17])[CH:8]=1)([O-:3])=[O:2]. The catalyst class is: 18.